From a dataset of Peptide-MHC class I binding affinity with 185,985 pairs from IEDB/IMGT. Regression. Given a peptide amino acid sequence and an MHC pseudo amino acid sequence, predict their binding affinity value. This is MHC class I binding data. (1) The peptide sequence is SIDVDKRTK. The MHC is HLA-A68:01 with pseudo-sequence HLA-A68:01. The binding affinity (normalized) is 0.0836. (2) The peptide sequence is EYPIIGDEL. The MHC is HLA-A01:01 with pseudo-sequence HLA-A01:01. The binding affinity (normalized) is 0. (3) The peptide sequence is THYPTQNRF. The binding affinity (normalized) is 0.0847. The MHC is HLA-B40:01 with pseudo-sequence HLA-B40:01. (4) The peptide sequence is SLRAEDTAV. The MHC is HLA-A02:01 with pseudo-sequence HLA-A02:01. The binding affinity (normalized) is 0.452. (5) The peptide sequence is RSRRQTNTK. The MHC is HLA-A11:01 with pseudo-sequence HLA-A11:01. The binding affinity (normalized) is 0.326. (6) The peptide sequence is GRITVSTKR. The MHC is HLA-B27:05 with pseudo-sequence HLA-B27:05. The binding affinity (normalized) is 0.468. (7) The peptide sequence is AEGVVAFLI. The MHC is HLA-B57:01 with pseudo-sequence HLA-B57:01. The binding affinity (normalized) is 0.0847. (8) The peptide sequence is ISSGETRSF. The MHC is HLA-A26:01 with pseudo-sequence HLA-A26:01. The binding affinity (normalized) is 0.0847.